From a dataset of Catalyst prediction with 721,799 reactions and 888 catalyst types from USPTO. Predict which catalyst facilitates the given reaction. (1) The catalyst class is: 68. Product: [CH:1]1([N:5]2[CH2:11][CH2:10][CH2:9][N:8]([C:12]([N:14]3[CH2:15][CH:16]([NH:18][CH2:20][C:21]4[CH:28]=[CH:27][C:24]([C:25]#[N:26])=[CH:23][CH:22]=4)[CH2:17]3)=[O:13])[CH2:7][CH2:6]2)[CH2:4][CH2:3][CH2:2]1. Reactant: [CH:1]1([N:5]2[CH2:11][CH2:10][CH2:9][N:8]([C:12]([N:14]3[CH2:17][CH:16]([NH2:18])[CH2:15]3)=[O:13])[CH2:7][CH2:6]2)[CH2:4][CH2:3][CH2:2]1.Br[CH2:20][C:21]1[CH:28]=[CH:27][C:24]([C:25]#[N:26])=[CH:23][CH:22]=1.CCN(C(C)C)C(C)C. (2) Reactant: [F:1][C:2]1[CH:7]=[CH:6][C:5]([N:8]2[CH2:13][CH2:12][N:11]([C:14]([C@@H:16]3[CH2:21][CH2:20][CH2:19][CH2:18][C@H:17]3[C:22]([O:24]C)=[O:23])=[O:15])[CH2:10][CH2:9]2)=[CH:4][CH:3]=1.[OH-].[Na+]. Product: [F:1][C:2]1[CH:3]=[CH:4][C:5]([N:8]2[CH2:13][CH2:12][N:11]([C:14]([C@@H:16]3[CH2:21][CH2:20][CH2:19][CH2:18][C@H:17]3[C:22]([OH:24])=[O:23])=[O:15])[CH2:10][CH2:9]2)=[CH:6][CH:7]=1. The catalyst class is: 24.